The task is: Predict the product of the given reaction.. This data is from Forward reaction prediction with 1.9M reactions from USPTO patents (1976-2016). (1) Given the reactants C([O:8][C@H:9]1[C@H:13]2[O:14][CH2:15][C@@:10]1([CH2:26][O:27]C(=O)C1C=CC=CC=1)[O:11][C@H:12]2[N:16]1[CH:24]=[N:23][C:22]2[C:17]1=[N:18][CH:19]=[N:20][C:21]=2[NH2:25])C1C=CC=CC=1.[C:36](Cl)(=[O:43])[C:37]1[CH:42]=[CH:41][CH:40]=[CH:39][CH:38]=1, predict the reaction product. The product is: [OH:8][C@H:9]1[C@H:13]2[O:14][CH2:15][C@:10]1([CH2:26][OH:27])[O:11][C@H:12]2[N:16]1[CH:24]=[N:23][C:22]2[C:17]1=[N:18][CH:19]=[N:20][C:21]=2[NH:25][C:36](=[O:43])[C:37]1[CH:42]=[CH:41][CH:40]=[CH:39][CH:38]=1. (2) Given the reactants Cl.Cl.[NH2:3][C@@H:4]([CH:29]1[CH2:34][CH2:33][CH2:32][CH2:31][CH2:30]1)[C:5]([N:7]1[C@H:12]([C:13]([NH:15][C@H:16]2[C:25]3[C:20](=[CH:21][CH:22]=[CH:23][CH:24]=3)[O:19][CH2:18][CH2:17]2)=[O:14])[CH2:11][N:10]2[CH2:26][CH2:27][CH2:28][C@H:9]2[CH2:8]1)=[O:6].[C:35]([O:39][C:40]([N:42]([CH3:48])[C@H:43]([C:45](O)=[O:46])[CH3:44])=[O:41])([CH3:38])([CH3:37])[CH3:36].C(N(C(C)C)C(C)C)C.F[P-](F)(F)(F)(F)F.N1(OC(N(C)C)=[N+](C)C)C2N=CC=CC=2N=N1, predict the reaction product. The product is: [C:35]([O:39][C:40](=[O:41])[N:42]([C@@H:43]([CH3:44])[C:45]([NH:3][C@@H:4]([CH:29]1[CH2:34][CH2:33][CH2:32][CH2:31][CH2:30]1)[C:5]([N:7]1[C@H:12]([C:13](=[O:14])[NH:15][C@H:16]2[C:25]3[C:20](=[CH:21][CH:22]=[CH:23][CH:24]=3)[O:19][CH2:18][CH2:17]2)[CH2:11][N:10]2[CH2:26][CH2:27][CH2:28][C@H:9]2[CH2:8]1)=[O:6])=[O:46])[CH3:48])([CH3:38])([CH3:36])[CH3:37]. (3) The product is: [C:1]([O:5][C:6]([N:8]1[C:16]2[C:11](=[CH:12][CH:13]=[C:14]([O:17][CH2:18][CH2:19][CH2:20][N:48]3[CH2:53][CH2:52][CH2:51][CH2:50][CH2:49]3)[CH:15]=2)[CH:10]=[C:9]1[C:22]1[C:23]2[S:36][C:35]([CH2:37][OH:38])=[CH:34][C:24]=2[N:25]([C:27]([O:29][C:30]([CH3:33])([CH3:32])[CH3:31])=[O:28])[N:26]=1)=[O:7])([CH3:4])([CH3:3])[CH3:2]. Given the reactants [C:1]([O:5][C:6]([N:8]1[C:16]2[C:11](=[CH:12][CH:13]=[C:14]([O:17][CH2:18][CH2:19][CH2:20]Br)[CH:15]=2)[CH:10]=[C:9]1[C:22]1[C:23]2[S:36][C:35]([CH2:37][OH:38])=[CH:34][C:24]=2[N:25]([C:27]([O:29][C:30]([CH3:33])([CH3:32])[CH3:31])=[O:28])[N:26]=1)=[O:7])([CH3:4])([CH3:3])[CH3:2].CCN(C(C)C)C(C)C.[NH:48]1[CH2:53][CH2:52][CH2:51][CH2:50][CH2:49]1, predict the reaction product.